Dataset: Full USPTO retrosynthesis dataset with 1.9M reactions from patents (1976-2016). Task: Predict the reactants needed to synthesize the given product. Given the product [CH3:29][O:28][C:9]1[CH:8]=[C:7]([CH2:6][CH:5]=[O:4])[C:12]([O:13][CH3:14])=[CH:11][C:10]=1[C:15]1[N:20]=[C:19]([NH:21][C:22](=[O:27])[C:23]([CH3:25])([CH3:24])[CH3:26])[CH:18]=[CH:17][CH:16]=1, predict the reactants needed to synthesize it. The reactants are: C(Cl)Cl.[OH:4][CH2:5][CH2:6][C:7]1[C:12]([O:13][CH3:14])=[CH:11][C:10]([C:15]2[N:20]=[C:19]([NH:21][C:22](=[O:27])[C:23]([CH3:26])([CH3:25])[CH3:24])[CH:18]=[CH:17][CH:16]=2)=[C:9]([O:28][CH3:29])[CH:8]=1.CC(OI1(OC(C)=O)(OC(C)=O)OC(=O)C2C=CC=CC1=2)=O.